From a dataset of Forward reaction prediction with 1.9M reactions from USPTO patents (1976-2016). Predict the product of the given reaction. (1) Given the reactants [C:1]1([O:7][C:8](Cl)=[O:9])[CH:6]=[CH:5][CH:4]=[CH:3][CH:2]=1.[NH2:11][C:12]1[CH:13]=[CH:14][C:15]([C:18]#[N:19])=[N:16][CH:17]=1.N1C=CC=CC=1, predict the reaction product. The product is: [C:18]([C:15]1[N:16]=[CH:17][C:12]([NH:11][C:8](=[O:9])[O:7][C:1]2[CH:6]=[CH:5][CH:4]=[CH:3][CH:2]=2)=[CH:13][CH:14]=1)#[N:19]. (2) The product is: [Br:8][C:5]1[CH:6]=[CH:7][C:2]([C:10]2[NH:9][CH:13]=[CH:12][N:11]=2)=[N:3][CH:4]=1. Given the reactants Br[C:2]1[CH:7]=[CH:6][C:5]([Br:8])=[CH:4][N:3]=1.[NH:9]1[CH:13]=[CH:12][N:11]=[CH:10]1.C(=O)([O-])[O-].[K+].[K+], predict the reaction product. (3) Given the reactants [NH2:1][C:2]1[CH:3]=[C:4]([C:8]23[CH2:15][CH:14]2[CH2:13][O:12][CH2:11][C:10](=[S:16])[NH:9]3)[CH:5]=[CH:6][CH:7]=1.[Cl:17][C:18]1[CH:19]=[CH:20][C:21]([C:24](O)=[O:25])=[N:22][CH:23]=1, predict the reaction product. The product is: [S:16]=[C:10]1[CH2:11][O:12][CH2:13][CH:14]2[C:8]([C:4]3[CH:3]=[C:2]([NH:1][C:24]([C:21]4[CH:20]=[CH:19][C:18]([Cl:17])=[CH:23][N:22]=4)=[O:25])[CH:7]=[CH:6][CH:5]=3)([CH2:15]2)[NH:9]1. (4) Given the reactants N(C(OC(C)C)=O)=NC(OC(C)C)=O.[OH:15][C:16]1[CH:21]=[CH:20][C:19]([CH2:22][CH2:23][CH2:24][C:25]([O:27][CH3:28])=[O:26])=[CH:18][CH:17]=1.[CH3:29][NH:30][C:31]1[N:36]=[C:35]([CH:37](O)[CH3:38])[CH:34]=[CH:33][CH:32]=1.C1(P(C2C=CC=CC=2)C2C=CC=CC=2)C=CC=CC=1, predict the reaction product. The product is: [CH3:29][NH:30][C:31]1[N:36]=[C:35]([CH2:37][CH2:38][O:15][C:16]2[CH:17]=[CH:18][C:19]([CH2:22][CH2:23][CH2:24][C:25]([O:27][CH3:28])=[O:26])=[CH:20][CH:21]=2)[CH:34]=[CH:33][CH:32]=1. (5) The product is: [Cl:1][C:2]1[CH:3]=[CH:4][C:5]2[O:9][C:8]([C:10](=[O:12])[C:22]3[CH:17]=[CH:3][CH:2]=[CH:15][C:21]=3[N:20]3[CH2:7][CH2:8][O:9][CH2:18][CH2:19]3)=[CH:7][C:6]=2[CH:15]=1. Given the reactants [Cl:1][C:2]1[CH:3]=[CH:4][C:5]2[O:9][C:8]([C:10]([O:12]CC)=O)=[CH:7][C:6]=2[CH:15]=1.Cl[C:17]1[CH:22]=[CH:21][N:20]=[CH:19][CH:18]=1, predict the reaction product. (6) Given the reactants [F:1][C:2]1[C:3]([F:25])=[CH:4][C:5]2[S:9][C:8]([NH:10][C:11]3[N:15]([CH3:16])[C:14]4[CH:17]=[CH:18][C:19]([C:21]([OH:23])=O)=[CH:20][C:13]=4[N:12]=3)=[N:7][C:6]=2[CH:24]=1.CN.[CH3:28][N:29](C(ON1N=NC2C=CC=CC1=2)=[N+](C)C)C.F[P-](F)(F)(F)(F)F.CCN(C(C)C)C(C)C, predict the reaction product. The product is: [CH3:28][NH:29][C:21]([C:19]1[CH:18]=[CH:17][C:14]2[N:15]([CH3:16])[C:11]([NH:10][C:8]3[S:9][C:5]4[CH:4]=[C:3]([F:25])[C:2]([F:1])=[CH:24][C:6]=4[N:7]=3)=[N:12][C:13]=2[CH:20]=1)=[O:23].